This data is from Buchwald-Hartwig C-N cross coupling reaction yields with 55,370 reactions. The task is: Predict the reaction yield, written as a fraction of the theoretical maximum amount of product (1.0 means a 100% yield; for example, 0.34 means a 34% yield). (1) The reactants are CCc1ccc(I)cc1.Cc1ccc(N)cc1.O=S(=O)(O[Pd]1c2ccccc2-c2ccccc2N~1)C(F)(F)F.COc1ccc(OC)c(P([C@]23C[C@H]4C[C@H](C[C@H](C4)C2)C3)[C@]23C[C@H]4C[C@H](C[C@H](C4)C2)C3)c1-c1c(C(C)C)cc(C(C)C)cc1C(C)C.CCN=P(N=P(N(C)C)(N(C)C)N(C)C)(N(C)C)N(C)C.COC(=O)c1cc(-c2cccs2)on1. No catalyst specified. The product is CCc1ccc(Nc2ccc(C)cc2)cc1. The yield is 0.618. (2) The yield is 0.314. The product is COc1ccc(Nc2ccc(C)cc2)cc1. No catalyst specified. The reactants are COc1ccc(Br)cc1.Cc1ccc(N)cc1.O=S(=O)(O[Pd]1c2ccccc2-c2ccccc2N~1)C(F)(F)F.COc1ccc(OC)c(P([C@]23C[C@H]4C[C@H](C[C@H](C4)C2)C3)[C@]23C[C@H]4C[C@H](C[C@H](C4)C2)C3)c1-c1c(C(C)C)cc(C(C)C)cc1C(C)C.CN(C)C(=NC(C)(C)C)N(C)C.Cc1cc(C)on1. (3) The reactants are COc1ccc(Br)cc1.Cc1ccc(N)cc1.O=S(=O)(O[Pd]1c2ccccc2-c2ccccc2N~1)C(F)(F)F.CC(C)c1cc(C(C)C)c(-c2ccccc2P(C(C)(C)C)C(C)(C)C)c(C(C)C)c1.CN(C)C(=NC(C)(C)C)N(C)C.Cc1ccno1. No catalyst specified. The product is COc1ccc(Nc2ccc(C)cc2)cc1. The yield is 0.336. (4) The product is Cc1ccc(Nc2ccccn2)cc1. The yield is 0.760. No catalyst specified. The reactants are Clc1ccccn1.Cc1ccc(N)cc1.O=S(=O)(O[Pd]1c2ccccc2-c2ccccc2N~1)C(F)(F)F.COc1ccc(OC)c(P(C(C)(C)C)C(C)(C)C)c1-c1c(C(C)C)cc(C(C)C)cc1C(C)C.CCN=P(N=P(N(C)C)(N(C)C)N(C)C)(N(C)C)N(C)C.COC(=O)c1cc(-c2ccco2)on1.